From a dataset of Experimentally validated miRNA-target interactions with 360,000+ pairs, plus equal number of negative samples. Binary Classification. Given a miRNA mature sequence and a target amino acid sequence, predict their likelihood of interaction. (1) The miRNA is hsa-miR-3976 with sequence UAUAGAGAGCAGGAAGAUUAAUGU. The protein sequence of the target gene is MGDQALSFLKDFLAGGIAAAVSKTAVAPIERVKLLLQVQHASKQISAEKQYKGIIDCVVRIPKEQGFLSFWRGNLANVIRYFPTQALNFAFKDKYKQIFLGGVDRHKQFWRYFAGNLASGGAAGATSLCFVYPLDFARTRLAADVGKGSSQREFNGLGDCLTKIFKSDGLKGLYQGFSVSVQGIIIYRAAYFGVYDTAKGMLPDPKNVHIIVSWMIAQSVTAVAGLVSYPFDTVRRRMMMQSGRKGADIMYTGTLDCWRKIAKDEGANAFFKGAWSNVLRGMGGAFVLVLYDEIKKYV. Result: 0 (no interaction). (2) The protein sequence of the target gene is MRPDDINPRTGLVVALVSVFLVFGFMFTVSGMKGETLGNIPLLAIGPAICLPGIAAIALARKTEGCTKWPENELLWVRKLPCFRKPKDKEVVELLRTPSDLESGKGSSDELAKKAGLRGKPPPQSQGEVSVASSINSPTPTEEGECQSLVQNGHQEETSRYLDGYCPSGSSLTYSALDVKCSARDRSECPEPEDSIFFVPQDSIIVCSYKQNSPYDRYCCYINQIQGRWDHETIV. Result: 0 (no interaction). The miRNA is rno-miR-17-5p with sequence CAAAGUGCUUACAGUGCAGGUAG. (3) Result: 0 (no interaction). The protein sequence of the target gene is MSEQTPAEAGAAGAREDACRDYQSSLEDLTFNSKPHINMLTILAEENLPFAKEIVSLIEAQTAKAPSSEKLPVMYLMDSIVKNVGREYLTAFTKNLVATFICVFEKVDENTRKSLFKLRSTWDEIFPLKKLYALDVRVNSLDPAWPIKPLPPNVNTSSIHVNPKFLNKSPEEPSTPGTVVSSPSISTPPIVPDIQKNLTQEQLIRQQLLAKQKQLLELQQKKLELELEQAKAQLAVSLSVQQETSNLGPGSAPSKLHVSQIPPMAVKAPHQVPVQSEKSRPGPSLQIQDLKGTNRDPRLN.... The miRNA is hsa-miR-5691 with sequence UUGCUCUGAGCUCCGAGAAAGC. (4) The protein sequence of the target gene is MRLAGWGLRWAIALLIAVGEAAVEDNCGRNEFQCQDGKCISYKWVCDGTAECQDGSDESQETCKSVTCKMGDFSCGGRVNRCISGSWRCDGQVDCENGSDEEGCSPKTCSQDEFRCNDGKCIAPKFVCDLDLDCLDGSDEASCPMPTCGPANFQCNSSMCIPQLWACDGDPDCDDGSDEWPKHCGTPHPSGPLQDNNPCSALEFHCGSGECIHSSWHCDHDPDCKDKSDEENCAVATCRPDEFQCSDGTCIHGSRQCDREPDCKDLSDELGCVNVTLCEGPNKFKCQSGECISLDKVCNS.... The miRNA is hsa-miR-6820-5p with sequence UGCGGCAGAGCUGGGGUCA. Result: 0 (no interaction).